The task is: Predict the reactants needed to synthesize the given product.. This data is from Full USPTO retrosynthesis dataset with 1.9M reactions from patents (1976-2016). (1) Given the product [Cl:1][C:2]1[CH:7]=[C:6]([O:8][C:9]2[C:14]([CH3:15])=[CH:13][C:12]([NH:21][C:18](=[O:20])[CH3:19])=[N:11][C:10]=2[CH3:17])[CH:5]=[CH:4][N:3]=1, predict the reactants needed to synthesize it. The reactants are: [Cl:1][C:2]1[CH:7]=[C:6]([O:8][C:9]2[C:10]([CH3:17])=[N:11][C:12](I)=[CH:13][C:14]=2[CH3:15])[CH:5]=[CH:4][N:3]=1.[C:18]([NH2:21])(=[O:20])[CH3:19].C([O-])([O-])=O.[Cs+].[Cs+]. (2) Given the product [N+:14]([C:17]1[C:26]2[C:21](=[CH:22][CH:23]=[CH:24][CH:25]=2)[C:20]([O:1][C@@H:2]2[CH2:6][CH2:5][N:4]([C:7]([O:9][C:10]([CH3:13])([CH3:12])[CH3:11])=[O:8])[CH2:3]2)=[CH:19][CH:18]=1)([O-:16])=[O:15], predict the reactants needed to synthesize it. The reactants are: [OH:1][C@H:2]1[CH2:6][CH2:5][N:4]([C:7]([O:9][C:10]([CH3:13])([CH3:12])[CH3:11])=[O:8])[CH2:3]1.[N+:14]([C:17]1[C:26]2[C:21](=[CH:22][CH:23]=[CH:24][CH:25]=2)[C:20](O)=[CH:19][CH:18]=1)([O-:16])=[O:15]. (3) Given the product [CH3:39][O:40][C:41]1[CH:42]=[C:43]([S:56]([NH:59][CH3:60])(=[O:58])=[O:57])[CH:44]=[CH:45][C:46]=1[C:2]1[C:10]2[C:9]([NH:11][C@H:12]([C:14]3[N:19]([C:20]4[CH:25]=[CH:24][CH:23]=[CH:22][CH:21]=4)[C:18](=[O:26])[C:17]4=[C:27]([CH3:30])[CH:28]=[CH:29][N:16]4[N:15]=3)[CH3:13])=[N:8][CH:7]=[N:6][C:5]=2[N:4]([CH2:31][O:32][CH2:33][CH2:34][Si:35]([CH3:38])([CH3:37])[CH3:36])[CH:3]=1, predict the reactants needed to synthesize it. The reactants are: Br[C:2]1[C:10]2[C:9]([NH:11][C@H:12]([C:14]3[N:19]([C:20]4[CH:25]=[CH:24][CH:23]=[CH:22][CH:21]=4)[C:18](=[O:26])[C:17]4=[C:27]([CH3:30])[CH:28]=[CH:29][N:16]4[N:15]=3)[CH3:13])=[N:8][CH:7]=[N:6][C:5]=2[N:4]([CH2:31][O:32][CH2:33][CH2:34][Si:35]([CH3:38])([CH3:37])[CH3:36])[CH:3]=1.[CH3:39][O:40][C:41]1[CH:42]=[C:43]([S:56]([NH:59][CH3:60])(=[O:58])=[O:57])[CH:44]=[CH:45][C:46]=1B1OC(C)(C)C(C)(C)O1.C(=O)([O-])[O-].[Na+].[Na+]. (4) Given the product [OH:4][CH2:5][C@H:6]([NH:7][C:8](=[O:17])[C@H:9]([C:11]1[CH:12]=[CH:13][CH:14]=[CH:15][CH:16]=1)[CH3:10])[C:18]1[CH:19]=[CH:20][C:21]([O:24][CH2:25][CH:26]([CH3:30])[CH2:27][CH2:28][CH3:29])=[CH:22][CH:23]=1, predict the reactants needed to synthesize it. The reactants are: C([O:4][CH2:5][C@@H:6]([C:18]1[CH:23]=[CH:22][C:21]([O:24][CH2:25][CH:26]([CH3:30])[CH2:27][CH2:28][CH3:29])=[CH:20][CH:19]=1)[NH:7][C:8](=[O:17])[C@H:9]([C:11]1[CH:16]=[CH:15][CH:14]=[CH:13][CH:12]=1)[CH3:10])(=O)C.C[O-].[Na+]. (5) Given the product [O:30]1[CH2:31][CH2:32][O:33][C:28]2[CH:27]=[C:26]([C:22]3[C:21]([CH3:36])=[C:20]([CH:25]=[CH:24][CH:23]=3)[CH2:19][O:18][C:17]3[C:2]([CH:41]=[CH2:42])=[CH:3][C:4]([CH:37]=[O:38])=[C:5]([CH:16]=3)[O:6][CH2:7][C:8]3[CH:9]=[C:10]([CH:13]=[CH:14][CH:15]=3)[C:11]#[N:12])[CH:35]=[CH:34][C:29]1=2, predict the reactants needed to synthesize it. The reactants are: Br[C:2]1[C:17]([O:18][CH2:19][C:20]2[CH:25]=[CH:24][CH:23]=[C:22]([C:26]3[CH:35]=[CH:34][C:29]4[O:30][CH2:31][CH2:32][O:33][C:28]=4[CH:27]=3)[C:21]=2[CH3:36])=[CH:16][C:5]([O:6][CH2:7][C:8]2[CH:9]=[C:10]([CH:13]=[CH:14][CH:15]=2)[C:11]#[N:12])=[C:4]([CH:37]=[O:38])[CH:3]=1.[Cl-].[Li+].[CH2:41]([Sn](CCCC)(CCCC)C=C)[CH2:42]CC.[F-].[K+].